This data is from Peptide-MHC class I binding affinity with 185,985 pairs from IEDB/IMGT. The task is: Regression. Given a peptide amino acid sequence and an MHC pseudo amino acid sequence, predict their binding affinity value. This is MHC class I binding data. (1) The peptide sequence is KLEGDSTDL. The MHC is HLA-A02:03 with pseudo-sequence HLA-A02:03. The binding affinity (normalized) is 0.0630. (2) The peptide sequence is FSSQLGLFY. The MHC is HLA-A30:02 with pseudo-sequence HLA-A30:02. The binding affinity (normalized) is 0.494.